This data is from NCI-60 drug combinations with 297,098 pairs across 59 cell lines. The task is: Regression. Given two drug SMILES strings and cell line genomic features, predict the synergy score measuring deviation from expected non-interaction effect. (1) Drug 1: COCCOC1=C(C=C2C(=C1)C(=NC=N2)NC3=CC=CC(=C3)C#C)OCCOC.Cl. Drug 2: N.N.Cl[Pt+2]Cl. Cell line: HS 578T. Synergy scores: CSS=3.11, Synergy_ZIP=-1.76, Synergy_Bliss=0.431, Synergy_Loewe=-4.40, Synergy_HSA=-2.14. (2) Drug 1: C1=CN(C(=O)N=C1N)C2C(C(C(O2)CO)O)O.Cl. Drug 2: CC1=C2C(C(=O)C3(C(CC4C(C3C(C(C2(C)C)(CC1OC(=O)C(C(C5=CC=CC=C5)NC(=O)OC(C)(C)C)O)O)OC(=O)C6=CC=CC=C6)(CO4)OC(=O)C)O)C)O. Cell line: TK-10. Synergy scores: CSS=11.8, Synergy_ZIP=-1.20, Synergy_Bliss=5.71, Synergy_Loewe=-1.50, Synergy_HSA=-0.0480. (3) Drug 1: CC1=C(C=C(C=C1)NC2=NC=CC(=N2)N(C)C3=CC4=NN(C(=C4C=C3)C)C)S(=O)(=O)N.Cl. Drug 2: CS(=O)(=O)OCCCCOS(=O)(=O)C. Cell line: SK-OV-3. Synergy scores: CSS=-2.30, Synergy_ZIP=1.84, Synergy_Bliss=-1.87, Synergy_Loewe=-3.98, Synergy_HSA=-3.94. (4) Drug 1: COC1=CC(=CC(=C1O)OC)C2C3C(COC3=O)C(C4=CC5=C(C=C24)OCO5)OC6C(C(C7C(O6)COC(O7)C8=CC=CS8)O)O. Drug 2: COCCOC1=C(C=C2C(=C1)C(=NC=N2)NC3=CC=CC(=C3)C#C)OCCOC.Cl. Cell line: A498. Synergy scores: CSS=41.8, Synergy_ZIP=3.43, Synergy_Bliss=3.66, Synergy_Loewe=8.53, Synergy_HSA=9.84.